From a dataset of Full USPTO retrosynthesis dataset with 1.9M reactions from patents (1976-2016). Predict the reactants needed to synthesize the given product. (1) Given the product [CH2:1]([O:3][C:4]([C:5]1[N:41]([CH3:40])[N:42]=[C:7]([C:9]2[CH:14]=[CH:13][CH:12]=[C:11]([Br:15])[CH:10]=2)[C:6]=1[CH3:16])=[O:18])[CH3:2].[CH2:1]([O:3][C:4]([C:5]1[C:6]([CH3:16])=[C:7]([C:9]2[CH:14]=[CH:13][CH:12]=[C:11]([Br:15])[CH:10]=2)[N:41]([CH3:40])[N:42]=1)=[O:18])[CH3:2], predict the reactants needed to synthesize it. The reactants are: [CH2:1]([O:3][C:4](=[O:18])[C:5](=O)[CH:6]([CH3:16])[C:7]([C:9]1[CH:14]=[CH:13][CH:12]=[C:11]([Br:15])[CH:10]=1)=O)[CH3:2].BrC1C=C(C(=O)CC)C=CC=1.C(OCC)(=O)C(OCC)=O.[CH3:40][NH:41][NH2:42]. (2) Given the product [CH3:26][O:27][C:28]1[C:29](=[O:56])[C:30]([CH3:55])=[C:31]([CH2:37][C:38]2[CH:39]=[CH:40][C:41]([O:47][CH2:48][C:49]3[CH:54]=[CH:53][N:52]=[CH:51][CH:50]=3)=[C:42]([CH:46]=2)[C:43]([NH:7][C:6]2[CH:8]=[CH:9][C:3]([O:2][CH3:1])=[CH:4][CH:5]=2)=[O:44])[C:32](=[O:36])[C:33]=1[O:34][CH3:35], predict the reactants needed to synthesize it. The reactants are: [CH3:1][O:2][C:3]1[CH:9]=[CH:8][C:6]([NH2:7])=[CH:5][CH:4]=1.C(N(CC)CC)C.[Cl-].ClC1N(C)CC[NH+]1C.[CH3:26][O:27][C:28]1[C:29](=[O:56])[C:30]([CH3:55])=[C:31]([CH2:37][C:38]2[CH:39]=[CH:40][C:41]([O:47][CH2:48][C:49]3[CH:54]=[CH:53][N:52]=[CH:51][CH:50]=3)=[C:42]([CH:46]=2)[C:43](O)=[O:44])[C:32](=[O:36])[C:33]=1[O:34][CH3:35]. (3) Given the product [OH:8][N:9]1[C:14]2[N:15]=[CH:16][N:17]=[C:18]([CH3:19])[C:13]=2[C:12]([NH:20][CH2:21][C:22]2[CH:23]=[C:24]([CH:34]=[CH:35][CH:36]=2)[CH2:25][NH:26][C:27](=[O:33])[O:28][C:29]([CH3:32])([CH3:31])[CH3:30])=[CH:11][C:10]1=[O:37], predict the reactants needed to synthesize it. The reactants are: C([O:8][N:9]1[C:14]2[N:15]=[CH:16][N:17]=[C:18]([CH3:19])[C:13]=2[C:12]([NH:20][CH2:21][C:22]2[CH:23]=[C:24]([CH:34]=[CH:35][CH:36]=2)[CH2:25][NH:26][C:27](=[O:33])[O:28][C:29]([CH3:32])([CH3:31])[CH3:30])=[CH:11][C:10]1=[O:37])C1C=CC=CC=1.[H][H]. (4) Given the product [CH2:34]([Cl:33])[Cl:41].[CH3:2][OH:1].[NH4+:7].[OH-:1].[OH:1][CH2:2][CH2:3][CH2:4][C:5]1[C:13]2[C:8](=[CH:9][CH:10]=[C:11]([C:14]([NH:31][CH2:24][C:25]3[CH:30]=[CH:29][CH:28]=[CH:27][CH:26]=3)=[O:16])[CH:12]=2)[NH:7][CH:6]=1, predict the reactants needed to synthesize it. The reactants are: [OH:1][CH2:2][CH2:3][CH2:4][C:5]1[C:13]2[C:8](=[CH:9][CH:10]=[C:11]([C:14]([OH:16])=O)[CH:12]=2)[NH:7][CH:6]=1.C(N(CC)CC)C.[CH2:24]([NH2:31])[C:25]1[CH:30]=[CH:29][CH:28]=[CH:27][CH:26]=1.[I-].[Cl:33][C:34]1C=CC=C[N+]=1C.[ClH:41]. (5) Given the product [Cl:9][C:4]1[CH:3]=[C:2]([CH:7]=[C:6]([F:8])[CH:5]=1)[C:14]([C@@H:16]1[CH2:21][CH2:20][CH2:19][N:18]([C:22]([O:24][C:25]([CH3:28])([CH3:27])[CH3:26])=[O:23])[CH2:17]1)=[O:15], predict the reactants needed to synthesize it. The reactants are: Br[C:2]1[CH:7]=[C:6]([F:8])[CH:5]=[C:4]([Cl:9])[CH:3]=1.[Mg].CON(C)[C:14]([C@@H:16]1[CH2:21][CH2:20][CH2:19][N:18]([C:22]([O:24][C:25]([CH3:28])([CH3:27])[CH3:26])=[O:23])[CH2:17]1)=[O:15]. (6) Given the product [Cl:1][C:2]1[CH:3]=[C:4]([C:8]2[CH:9]=[C:10]([C:20]([O-:22])=[O:21])[C:11]([C:14]3[CH:19]=[CH:18][CH:17]=[CH:16][N:15]=3)=[N:12][CH:13]=2)[CH:5]=[N:6][CH:7]=1.[Na+:25], predict the reactants needed to synthesize it. The reactants are: [Cl:1][C:2]1[CH:3]=[C:4]([C:8]2[CH:9]=[C:10]([C:20]([O:22]C)=[O:21])[C:11]([C:14]3[CH:19]=[CH:18][CH:17]=[CH:16][N:15]=3)=[N:12][CH:13]=2)[CH:5]=[N:6][CH:7]=1.[OH-].[Na+:25]. (7) The reactants are: [H-].[Na+].F[C:4]1[CH:11]=[CH:10][C:7]([CH:8]=[O:9])=[CH:6][CH:5]=1.[F:12][C:13]1[CH:18]=[CH:17][CH:16]=[CH:15][C:14]=1[CH2:19][OH:20]. Given the product [F:12][C:13]1[CH:18]=[CH:17][CH:16]=[CH:15][C:14]=1[CH2:19][O:20][C:4]1[CH:11]=[CH:10][C:7]([CH:8]=[O:9])=[CH:6][CH:5]=1, predict the reactants needed to synthesize it. (8) Given the product [C:1]([N:4]1[C:13]2[CH:12]=[CH:11][C:10]([NH2:14])=[CH:9][C:8]=2[C:7]2[N:17]([C:25]3[CH:26]=[CH:27][C:28]([F:31])=[CH:29][CH:30]=3)[N:18]=[C:19]([C:20]([O:22][CH2:23][CH3:24])=[O:21])[C:6]=2[CH2:5]1)(=[O:3])[CH3:2], predict the reactants needed to synthesize it. The reactants are: [C:1]([N:4]1[C:13]2[CH:12]=[CH:11][C:10]([N+:14]([O-])=O)=[CH:9][C:8]=2[C:7]2[N:17]([C:25]3[CH:30]=[CH:29][C:28]([F:31])=[CH:27][CH:26]=3)[N:18]=[C:19]([C:20]([O:22][CH2:23][CH3:24])=[O:21])[C:6]=2[CH2:5]1)(=[O:3])[CH3:2].